This data is from Peptide-MHC class I binding affinity with 185,985 pairs from IEDB/IMGT. The task is: Regression. Given a peptide amino acid sequence and an MHC pseudo amino acid sequence, predict their binding affinity value. This is MHC class I binding data. (1) The peptide sequence is SSYRMGINK. The MHC is HLA-B57:01 with pseudo-sequence HLA-B57:01. The binding affinity (normalized) is 0.0847. (2) The peptide sequence is NSGPDDQIGY. The MHC is HLA-A29:02 with pseudo-sequence HLA-A29:02. The binding affinity (normalized) is 0.177. (3) The peptide sequence is IGDAQANTL. The MHC is H-2-Db with pseudo-sequence H-2-Db. The binding affinity (normalized) is 0. (4) The binding affinity (normalized) is 0.307. The MHC is HLA-A26:01 with pseudo-sequence HLA-A26:01. The peptide sequence is EDAMPGVLSY. (5) The peptide sequence is LLVDLLWLL. The MHC is HLA-B35:01 with pseudo-sequence HLA-B35:01. The binding affinity (normalized) is 0. (6) The peptide sequence is RYYDGNIYEL. The MHC is Patr-A0701 with pseudo-sequence Patr-A0701. The binding affinity (normalized) is 1.00. (7) The peptide sequence is GERSRCYSLY. The MHC is HLA-A30:01 with pseudo-sequence HLA-A30:01. The binding affinity (normalized) is 0.205.